Dataset: Full USPTO retrosynthesis dataset with 1.9M reactions from patents (1976-2016). Task: Predict the reactants needed to synthesize the given product. (1) Given the product [Br:24][C:15]1[CH:14]=[C:13]([NH:12][CH2:4][C:3]2[CH:6]=[CH:7][CH:8]=[CH:9][C:2]=2[CH3:1])[C:21]2[N:20]=[C:19]([CH3:22])[N:18]([CH3:23])[C:17]=2[CH:16]=1, predict the reactants needed to synthesize it. The reactants are: [CH3:1][C:2]1[CH:9]=[CH:8][CH:7]=[CH:6][C:3]=1[CH2:4]Cl.[I-].[Na+].[NH2:12][C:13]1[C:21]2[N:20]=[C:19]([CH3:22])[N:18]([CH3:23])[C:17]=2[CH:16]=[C:15]([Br:24])[CH:14]=1.C(=O)([O-])[O-].[K+].[K+]. (2) Given the product [NH2:1][C:2]1[N:7]=[C:6]([CH3:8])[C:5]([CH2:9][CH2:10][CH2:11][N:12]([CH2:13][C:14]2[CH:15]=[C:16]([CH2:20][C:21]([O:23][CH3:24])=[O:22])[CH:17]=[CH:18][CH:19]=2)[C:36](=[O:37])[CH2:35][CH2:34][N:33]([CH3:39])[CH3:32])=[C:4]([NH:25][CH2:26][CH2:27][CH2:28][CH2:29][CH3:30])[N:3]=1, predict the reactants needed to synthesize it. The reactants are: [NH2:1][C:2]1[N:7]=[C:6]([CH3:8])[C:5]([CH2:9][CH2:10][CH2:11][NH:12][CH2:13][C:14]2[CH:15]=[C:16]([CH2:20][C:21]([O:23][CH3:24])=[O:22])[CH:17]=[CH:18][CH:19]=2)=[C:4]([NH:25][CH2:26][CH2:27][CH2:28][CH2:29][CH3:30])[N:3]=1.Cl.[CH3:32][N:33]([CH3:39])[CH2:34][CH2:35][C:36](O)=[O:37].CN(C(ON1N=NC2C=CC=NC1=2)=[N+](C)C)C.F[P-](F)(F)(F)(F)F. (3) Given the product [NH2:8][C:9]1[N:10]=[CH:11][C:12]([C:47]2[CH:46]=[CH:45][N:44]=[C:43]([CH3:42])[CH:48]=2)=[CH:13][C:14]=1[C:15]1[CH:20]=[CH:19][C:18]([NH:21][C:22]([C:24]2[C:29](=[O:30])[C:28]([C:31]3[CH:36]=[CH:35][C:34]([F:37])=[CH:33][CH:32]=3)=[CH:27][N:26]([CH2:38][CH2:39][F:40])[CH:25]=2)=[O:23])=[CH:17][CH:16]=1, predict the reactants needed to synthesize it. The reactants are: O.C(=O)([O-])[O-].[K+].[K+].[NH2:8][C:9]1[C:14]([C:15]2[CH:20]=[CH:19][C:18]([NH:21][C:22]([C:24]3[C:29](=[O:30])[C:28]([C:31]4[CH:36]=[CH:35][C:34]([F:37])=[CH:33][CH:32]=4)=[CH:27][N:26]([CH2:38][CH2:39][F:40])[CH:25]=3)=[O:23])=[CH:17][CH:16]=2)=[CH:13][C:12](Br)=[CH:11][N:10]=1.[CH3:42][C:43]1[CH:48]=[C:47](B2OC(C)(C)C(C)(C)O2)[CH:46]=[CH:45][N:44]=1. (4) Given the product [OH:24][C:9]1[C:10]2[S:22][N:21]=[C:20]([CH3:23])[C:11]=2[C:12]([C:14]2[CH:19]=[N:18][CH:17]=[CH:16][N:15]=2)=[N:13][C:8]=1[C:6]([NH:25][CH2:26][C:27]([OH:29])=[O:28])=[O:7], predict the reactants needed to synthesize it. The reactants are: C(O[C:6]([C:8]1[N:13]=[C:12]([C:14]2[CH:19]=[N:18][CH:17]=[CH:16][N:15]=2)[C:11]2[C:20]([CH3:23])=[N:21][S:22][C:10]=2[C:9]=1[OH:24])=[O:7])CCC.[NH2:25][CH2:26][C:27]([OH:29])=[O:28]. (5) Given the product [O:1]1[CH2:6][CH2:5][CH2:4][CH2:3][CH:2]1[N:7]1[C:15]2[C:10](=[CH:11][C:12]([C:16]3[N:20]=[CH:19][N:18]([C:21]([C:28]4[CH:33]=[CH:32][CH:31]=[CH:30][CH:29]=4)([C:22]4[CH:27]=[CH:26][CH:25]=[CH:24][CH:23]=4)[C:34]4[CH:35]=[CH:36][CH:37]=[CH:38][CH:39]=4)[N:17]=3)=[CH:13][CH:14]=2)[C:9]([C:40]2[CH:41]=[C:42]([NH:46][C:55](=[O:56])/[CH:54]=[CH:53]/[C:47]3[CH:52]=[CH:51][CH:50]=[CH:49][CH:48]=3)[CH:43]=[CH:44][CH:45]=2)=[N:8]1, predict the reactants needed to synthesize it. The reactants are: [O:1]1[CH2:6][CH2:5][CH2:4][CH2:3][CH:2]1[N:7]1[C:15]2[C:10](=[CH:11][C:12]([C:16]3[N:20]=[CH:19][N:18]([C:21]([C:34]4[CH:39]=[CH:38][CH:37]=[CH:36][CH:35]=4)([C:28]4[CH:33]=[CH:32][CH:31]=[CH:30][CH:29]=4)[C:22]4[CH:27]=[CH:26][CH:25]=[CH:24][CH:23]=4)[N:17]=3)=[CH:13][CH:14]=2)[C:9]([C:40]2[CH:41]=[C:42]([NH2:46])[CH:43]=[CH:44][CH:45]=2)=[N:8]1.[C:47]1(/[CH:53]=[CH:54]/[C:55](Cl)=[O:56])[CH:52]=[CH:51][CH:50]=[CH:49][CH:48]=1.C(N(CC)CC)C. (6) Given the product [O:20]=[C:19]1[N:14]([C:11]2[CH:12]=[CH:13][C:8]([C:5]3[CH:6]=[CH:7][C:2]([N:69]4[CH2:73][CH2:72][C@@H:71]5[CH2:74][N:75]([C:77]([O:79][CH2:80][CH3:81])=[O:78])[CH2:76][C@H:70]45)=[CH:3][CH:4]=3)=[CH:9][CH:10]=2)[N:15]=[CH:16][CH:17]=[CH:18]1, predict the reactants needed to synthesize it. The reactants are: Br[C:2]1[CH:7]=[CH:6][C:5]([C:8]2[CH:13]=[CH:12][C:11]([N:14]3[C:19](=[O:20])[CH:18]=[CH:17][CH:16]=[N:15]3)=[CH:10][CH:9]=2)=[CH:4][CH:3]=1.CC1(C)C2C=CC=C(P(C3C=CC=CC=3)C3C=CC=CC=3)C=2OC2C1=CC=CC=2P(C1C=CC=CC=1)C1C=CC=CC=1.C(=O)([O-])[O-].[Cs+].[Cs+].[NH:69]1[CH2:73][CH2:72][C@@H:71]2[CH2:74][N:75]([C:77]([O:79][CH2:80][CH3:81])=[O:78])[CH2:76][C@H:70]12. (7) Given the product [CH3:51][C@@H:52]1[O:57][C@@H:56]([O:58][C@@H:59]2[C:64]3=[C:65]([OH:82])[C:66]4[C:78](=[O:79])[C:77]5[C:72](=[CH:73][CH:74]=[CH:75][C:76]=5[O:80][CH3:81])[C:70](=[O:71])[C:67]=4[C:68]([OH:69])=[C:63]3[CH2:62][C@@:61]([OH:87])([C:83]([CH2:85][OH:86])=[O:84])[CH2:60]2)[CH2:55][C@H:54]([NH2:88])[C@@H:53]1[OH:89], predict the reactants needed to synthesize it. The reactants are: C1C=C2C(=O)N(C3C(=O)NC(=O)CC3)CC2=C(N)C=1.CN(C(ON1N=NC2C=CC=NC1=2)=[N+](C)C)C.F[P-](F)(F)(F)(F)F.C(NC(C)C)(C)C.[CH3:51][C@@H:52]1[O:57][C@@H:56]([O:58][C@@H:59]2[C:64]3=[C:65]([OH:82])[C:66]4[C:78](=[O:79])[C:77]5[C:72](=[CH:73][CH:74]=[CH:75][C:76]=5[O:80][CH3:81])[C:70](=[O:71])[C:67]=4[C:68]([OH:69])=[C:63]3[CH2:62][C@@:61]([OH:87])([C:83]([CH2:85][OH:86])=[O:84])[CH2:60]2)[CH2:55][C@H:54]([NH2:88])[C@@H:53]1[OH:89].Cl. (8) The reactants are: [C:1](OC1C(F)=C(F)C(F)=C(F)C=1F)(=[O:4])[CH:2]=[CH2:3].[CH3:17][O:18][C:19]1[CH:24]=[C:23]([N:25]2[CH2:30][CH2:29][N:28]([CH3:31])[CH2:27][CH2:26]2)[C:22]([NH2:32])=[CH:21][C:20]=1[NH:33][C:34]1[N:39]=[C:38]([C:40]2[CH:41]=[N:42][N:43]3[CH:48]=[CH:47][CH:46]=[CH:45][C:44]=23)[CH:37]=[CH:36][N:35]=1. Given the product [CH3:17][O:18][C:19]1[C:20]([NH:33][C:34]2[N:39]=[C:38]([C:40]3[CH:41]=[N:42][N:43]4[CH:48]=[CH:47][CH:46]=[CH:45][C:44]=34)[CH:37]=[CH:36][N:35]=2)=[CH:21][C:22]([NH:32][C:1](=[O:4])[CH:2]=[CH2:3])=[C:23]([N:25]2[CH2:30][CH2:29][N:28]([CH3:31])[CH2:27][CH2:26]2)[CH:24]=1, predict the reactants needed to synthesize it. (9) Given the product [Cl:1][C:2]1[CH:3]=[CH:4][C:5]([C:8]2([C:13]([N:15]3[CH2:20][CH2:19][CH2:18][CH:17]([CH2:21][O:22][S:33]([CH3:32])(=[O:35])=[O:34])[CH2:16]3)=[O:14])[CH2:12][CH2:11][CH2:10][CH2:9]2)=[CH:6][CH:7]=1, predict the reactants needed to synthesize it. The reactants are: [Cl:1][C:2]1[CH:7]=[CH:6][C:5]([C:8]2([C:13]([N:15]3[CH2:20][CH2:19][CH2:18][CH:17]([CH2:21][OH:22])[CH2:16]3)=[O:14])[CH2:12][CH2:11][CH2:10][CH2:9]2)=[CH:4][CH:3]=1.CCN(C(C)C)C(C)C.[CH3:32][S:33](Cl)(=[O:35])=[O:34].